This data is from Catalyst prediction with 721,799 reactions and 888 catalyst types from USPTO. The task is: Predict which catalyst facilitates the given reaction. The catalyst class is: 2. Reactant: [O:1]1[CH:5]=[CH:4][CH:3]=[C:2]1[C:6]1[N:10]([C:11]2[CH:19]=[CH:18][CH:17]=[CH:16][C:12]=2[C:13]([NH2:15])=O)[N:9]=[C:8]([C:20]([F:23])([F:22])[F:21])[CH:7]=1.C(N(CC)CC)C.ClC(Cl)(Cl)C(Cl)=O. Product: [O:1]1[CH:5]=[CH:4][CH:3]=[C:2]1[C:6]1[N:10]([C:11]2[CH:19]=[CH:18][CH:17]=[CH:16][C:12]=2[C:13]#[N:15])[N:9]=[C:8]([C:20]([F:22])([F:21])[F:23])[CH:7]=1.